Dataset: Merck oncology drug combination screen with 23,052 pairs across 39 cell lines. Task: Regression. Given two drug SMILES strings and cell line genomic features, predict the synergy score measuring deviation from expected non-interaction effect. (1) Drug 1: CS(=O)(=O)CCNCc1ccc(-c2ccc3ncnc(Nc4ccc(OCc5cccc(F)c5)c(Cl)c4)c3c2)o1. Drug 2: CNC(=O)c1cc(Oc2ccc(NC(=O)Nc3ccc(Cl)c(C(F)(F)F)c3)cc2)ccn1. Cell line: ZR751. Synergy scores: synergy=-10.0. (2) Cell line: NCIH2122. Synergy scores: synergy=-48.9. Drug 2: Cc1nc(Nc2ncc(C(=O)Nc3c(C)cccc3Cl)s2)cc(N2CCN(CCO)CC2)n1. Drug 1: NC(=O)c1cccc2cn(-c3ccc(C4CCCNC4)cc3)nc12.